This data is from Catalyst prediction with 721,799 reactions and 888 catalyst types from USPTO. The task is: Predict which catalyst facilitates the given reaction. (1) Reactant: [H-].[Na+].[CH3:3][C:4]1[O:12][C:11]2[CH:10]=[CH:9][NH:8][C:7](=[O:13])[C:6]=2[CH:5]=1.C[O:15][CH:16]([O:19]C)[CH2:17]Br.O. Product: [OH:15][CH:16]([OH:19])[CH2:17][N:8]1[CH:9]=[CH:10][C:11]2[O:12][C:4]([CH3:3])=[CH:5][C:6]=2[C:7]1=[O:13]. The catalyst class is: 3. (2) The catalyst class is: 10. Product: [I-:25].[CH:1]1([C:6]([C:18]2[CH:19]=[CH:20][C:21]([OH:24])=[CH:22][CH:23]=2)([CH3:17])[C:7]([O:9][CH:10]2[CH2:15][CH2:14][N+:13]([CH3:26])([CH3:16])[CH2:12][CH2:11]2)=[O:8])[CH2:5][CH2:4][CH2:3][CH2:2]1. Reactant: [CH:1]1([C:6]([C:18]2[CH:23]=[CH:22][C:21]([OH:24])=[CH:20][CH:19]=2)([CH3:17])[C:7]([O:9][CH:10]2[CH2:15][CH2:14][N:13]([CH3:16])[CH2:12][CH2:11]2)=[O:8])[CH2:5][CH2:4][CH2:3][CH2:2]1.[I:25][CH3:26]. (3) Reactant: Cl.CCOCC.C(OC(=O)[NH:13][C@H:14]([C:17](=[O:44])[NH:18][C@@H:19]1[C:25](=[O:26])[N:24]([CH2:27][C:28]2[C:37]3[C:32](=[CH:33][CH:34]=[CH:35][CH:36]=3)[N:31]=[CH:30][C:29]=2[O:38][CH3:39])[C:23]2[CH:40]=[CH:41][CH:42]=[CH:43][C:22]=2[CH2:21][CH2:20]1)[CH2:15][CH3:16])(C)(C)C. Product: [NH2:13][C@@H:14]([CH2:15][CH3:16])[C:17]([NH:18][C@@H:19]1[C:25](=[O:26])[N:24]([CH2:27][C:28]2[C:37]3[C:32](=[CH:33][CH:34]=[CH:35][CH:36]=3)[N:31]=[CH:30][C:29]=2[O:38][CH3:39])[C:23]2[CH:40]=[CH:41][CH:42]=[CH:43][C:22]=2[CH2:21][CH2:20]1)=[O:44]. The catalyst class is: 5. (4) Reactant: [Cl:1][C:2]1[C:3]([O:18][CH3:19])=[C:4]([N:8]2[C:12](I)=[CH:11][C:10]([C:14]([F:17])([F:16])[F:15])=[N:9]2)[CH:5]=[CH:6][CH:7]=1.[C:20]([Cu])#[N:21]. Product: [Cl:1][C:2]1[C:3]([O:18][CH3:19])=[C:4]([N:8]2[C:12]([C:20]#[N:21])=[CH:11][C:10]([C:14]([F:17])([F:16])[F:15])=[N:9]2)[CH:5]=[CH:6][CH:7]=1. The catalyst class is: 37. (5) Reactant: [N+:1]([C:4]1[CH:5]=[CH:6][CH:7]=[C:8]2[C:12]=1[NH:11][CH:10]=[C:9]2[C:13]([N:15]1[CH2:21][C:20]2([CH3:23])[CH2:22][CH:16]1[CH2:17][C:18]([CH3:25])([CH3:24])[CH2:19]2)=[O:14])([O-])=O. Product: [NH2:1][C:4]1[CH:5]=[CH:6][CH:7]=[C:8]2[C:12]=1[NH:11][CH:10]=[C:9]2[C:13]([N:15]1[CH2:21][C:20]2([CH3:23])[CH2:22][CH:16]1[CH2:17][C:18]([CH3:25])([CH3:24])[CH2:19]2)=[O:14]. The catalyst class is: 19. (6) Reactant: [CH3:1][O:2][C:3](=[O:22])[C@H:4]([CH2:9][C:10]1[CH:15]=[CH:14][C:13]([OH:16])=[C:12]([CH:17]2[S:21][CH2:20][CH2:19][S:18]2)[CH:11]=1)[NH:5][C:6](=[O:8])[CH3:7].C(N(CC)CC)C.C1C=CC(N([S:37]([C:40]([F:43])([F:42])[F:41])(=[O:39])=[O:38])[S:37]([C:40]([F:43])([F:42])[F:41])(=[O:39])=[O:38])=CC=1. Product: [CH3:1][O:2][C:3](=[O:22])[C@H:4]([CH2:9][C:10]1[CH:15]=[CH:14][C:13]([O:16][S:37]([C:40]([F:43])([F:42])[F:41])(=[O:39])=[O:38])=[C:12]([CH:17]2[S:21][CH2:20][CH2:19][S:18]2)[CH:11]=1)[NH:5][C:6](=[O:8])[CH3:7]. The catalyst class is: 2. (7) The catalyst class is: 3. Reactant: [O:1]1[CH2:5][CH2:4][CH2:3][CH:2]1[C:6]([OH:8])=O.Cl.CN(C)CCCN=C=NCC.C1C=CC2N(O)N=NC=2C=1.Cl.Cl.[C:33]([C:37]1[CH:42]=[CH:41][CH:40]=[CH:39][C:38]=1[N:43]1[CH2:48][CH2:47][NH:46][CH2:45][CH2:44]1)([CH3:36])([CH3:35])[CH3:34].C(N(CC)CC)C.C(=O)([O-])O.[Na+]. Product: [C:33]([C:37]1[CH:42]=[CH:41][CH:40]=[CH:39][C:38]=1[N:43]1[CH2:48][CH2:47][N:46]([C:6]([CH:2]2[CH2:3][CH2:4][CH2:5][O:1]2)=[O:8])[CH2:45][CH2:44]1)([CH3:36])([CH3:34])[CH3:35].